This data is from Reaction yield outcomes from USPTO patents with 853,638 reactions. The task is: Predict the reaction yield, written as a fraction of the theoretical maximum amount of product (1.0 means a 100% yield; for example, 0.34 means a 34% yield). (1) The reactants are [N:1]1[N:2]=[C:3]([NH:6][CH:7]2[CH2:10][CH:9]([C:11]([O:13][CH2:14][CH3:15])=[O:12])[CH2:8]2)[NH:4][CH:5]=1.[C:16]([C:18]1[CH:23]=[CH:22][CH:21]=[CH:20][C:19]=1[C:24]1[CH:29]=[CH:28][C:27]([CH2:30][CH:31]([C:37](=O)[CH2:38][CH2:39][CH3:40])[C:32](OCC)=[O:33])=[C:26]([F:42])[CH:25]=1)#[N:17].Cl. The catalyst is C(N(CC)C1C=CC=CC=1)C. The product is [C:16]([C:18]1[CH:23]=[CH:22][CH:21]=[CH:20][C:19]=1[C:24]1[CH:29]=[CH:28][C:27]([CH2:30][C:31]2[C:32](=[O:33])[N:6]([C@H:7]3[CH2:8][C@H:9]([C:11]([O:13][CH2:14][CH3:15])=[O:12])[CH2:10]3)[C:3]3[N:2]([N:1]=[CH:5][N:4]=3)[C:37]=2[CH2:38][CH2:39][CH3:40])=[C:26]([F:42])[CH:25]=1)#[N:17]. The yield is 0.140. (2) The catalyst is CN(C=O)C.CCOC(C)=O.[OH-].[Na+]. The yield is 0.0800. The reactants are [F:1][C:2]1[C:12]([C:13]([OH:15])=O)=[CH:11][C:5]2[NH:6][C:7](=[O:10])[CH2:8][S:9][C:4]=2[CH:3]=1.[C:16]1([N:26]2[CH:34]=[C:33]3[C:28]([CH2:29][CH2:30][CH:31]([NH2:35])[CH2:32]3)=[N:27]2)[C:25]2[C:20](=[CH:21][CH:22]=[CH:23][CH:24]=2)[CH:19]=[CH:18][CH:17]=1.C1C=CC2N(O)N=NC=2C=1.C(Cl)CCl. The product is [C:16]1([N:26]2[CH:34]=[C:33]3[C:28]([CH2:29][CH2:30][CH:31]([NH:35][C:13]([C:12]4[C:2]([F:1])=[CH:3][C:4]5[S:9][CH2:8][C:7](=[O:10])[NH:6][C:5]=5[CH:11]=4)=[O:15])[CH2:32]3)=[N:27]2)[C:25]2[C:20](=[CH:21][CH:22]=[CH:23][CH:24]=2)[CH:19]=[CH:18][CH:17]=1.